The task is: Predict the reactants needed to synthesize the given product.. This data is from Full USPTO retrosynthesis dataset with 1.9M reactions from patents (1976-2016). (1) Given the product [CH3:1][C@H:2]1[CH2:7][N:6]2[N:8]=[CH:9][C:10]([N:11]3[CH2:16][C:15]([CH3:25])([C:17]([N:19]4[CH2:24][CH2:23][O:22][CH2:21][CH2:20]4)=[O:18])[CH2:14][O:13][C:12]3=[O:26])=[C:5]2[CH2:4][N:3]1[C:27]([NH:59][C:53]1[CH:52]=[C:51]([F:50])[C:56]([F:57])=[C:55]([F:58])[CH:54]=1)=[O:29], predict the reactants needed to synthesize it. The reactants are: [CH3:1][C@H:2]1[CH2:7][N:6]2[N:8]=[CH:9][C:10]([N:11]3[CH2:16][C:15]([CH3:25])([C:17]([N:19]4[CH2:24][CH2:23][O:22][CH2:21][CH2:20]4)=[O:18])[CH2:14][O:13][C:12]3=[O:26])=[C:5]2[CH2:4][N:3]1[C:27]([O:29]C(C)(C)C)=O.C(O)(C(F)(F)F)=O.CCN(C(C)C)C(C)C.[F:50][C:51]1[CH:52]=[C:53]([NH:59]C(=O)OC2C=CC=CC=2)[CH:54]=[C:55]([F:58])[C:56]=1[F:57]. (2) Given the product [N:8]1([CH:13]([CH2:31][CH2:32][CH3:33])[C:14]([C:16]2[CH:30]=[CH:29][C:19]([O:20][CH2:21][C:22]([OH:24])=[O:23])=[CH:18][CH:17]=2)=[O:15])[CH2:12][CH2:11][CH2:10][CH2:9]1, predict the reactants needed to synthesize it. The reactants are: FC(F)(F)C(O)=O.[N:8]1([CH:13]([CH2:31][CH2:32][CH3:33])[C:14]([C:16]2[CH:30]=[CH:29][C:19]([O:20][CH2:21][C:22]([O:24]C(C)(C)C)=[O:23])=[CH:18][CH:17]=2)=[O:15])[CH2:12][CH2:11][CH2:10][CH2:9]1. (3) The reactants are: [Cl:1][C:2]1[CH:7]=[C:6]2[NH:8][C:9](=[O:44])[C@@:10]3([C@H:14]([CH2:15][C@@H:16]([CH3:21])[C:17]([F:20])([F:19])[F:18])[NH:13][C@@H:12]([C:22]([NH:24][C:25]4[CH:33]=[CH:32][C:28]([C:29]([OH:31])=O)=[CH:27][C:26]=4[O:34][CH3:35])=[O:23])[C@@H:11]3[C:36]3[CH:41]=[CH:40][CH:39]=[C:38]([Cl:42])[C:37]=3[F:43])[C:5]2=[CH:4][CH:3]=1.C1N=C[N:47](C(N2C=NC=C2)=O)C=1.N. Given the product [C:29]([C:28]1[CH:32]=[CH:33][C:25]([NH:24][C:22]([CH:12]2[CH:11]([C:36]3[CH:41]=[CH:40][CH:39]=[C:38]([Cl:42])[C:37]=3[F:43])[C:10]3([C:5]4[C:6](=[CH:7][C:2]([Cl:1])=[CH:3][CH:4]=4)[NH:8][C:9]3=[O:44])[CH:14]([CH2:15][C@@H:16]([CH3:21])[C:17]([F:19])([F:20])[F:18])[NH:13]2)=[O:23])=[C:26]([O:34][CH3:35])[CH:27]=1)(=[O:31])[NH2:47], predict the reactants needed to synthesize it.